This data is from Catalyst prediction with 721,799 reactions and 888 catalyst types from USPTO. The task is: Predict which catalyst facilitates the given reaction. (1) Reactant: [CH:1]1[C:6]([N:7]2[C:12](=[O:13])[CH2:11][O:10][CH2:9][CH2:8]2)=[CH:5][CH:4]=[C:3]([N:14]2[C:18](=[O:19])[O:17][C@@H:16]([CH2:20][NH:21][C:22]([C:24]3S[C:27](Cl)=[CH:26][CH:25]=3)=[O:23])[CH2:15]2)[CH:2]=1.O[C@H](CNC1C=CC(N2CCOCC2=O)=CC=1)CN1[C:41](=[O:42])[C:40]2[C:40](=[CH:39]C=C[CH:39]=2)[C:41]1=[O:42].NC1C=CC(N2CCOCC2=O)=CC=1.O1C[C@@H]1CN1C(=O)C2C(=CC=CC=2)C1=O. Product: [O:19]=[C:18]1[N:14]([C:3]2[CH:4]=[CH:5][C:6]([N:7]3[CH2:8][CH2:9][O:10][CH2:11][C:12]3=[O:13])=[CH:1][CH:2]=2)[CH2:15][C@H:16]([CH2:20][N:21]2[C:41](=[O:42])[C:40]3[C:24](=[CH:25][CH:26]=[CH:27][CH:39]=3)[C:22]2=[O:23])[O:17]1. The catalyst class is: 738. (2) Reactant: [H-].[Na+].[Cl:3][C:4]1[N:9]=[C:8]([NH:10][C:11](=[O:36])[C:12]2[CH:17]=[CH:16][C:15]([C:18]3[CH2:22][C:21]([C:27]4[CH:32]=[C:31]([Cl:33])[CH:30]=[C:29]([Cl:34])[CH:28]=4)([C:23]([F:26])([F:25])[F:24])[O:20][N:19]=3)=[CH:14][C:13]=2[CH3:35])[CH:7]=[CH:6][CH:5]=1.[H][H].[C:39](Cl)(=[O:41])[CH3:40]. Product: [C:39]([N:10]([C:8]1[CH:7]=[CH:6][CH:5]=[C:4]([Cl:3])[N:9]=1)[C:11](=[O:36])[C:12]1[CH:17]=[CH:16][C:15]([C:18]2[CH2:22][C:21]([C:27]3[CH:28]=[C:29]([Cl:34])[CH:30]=[C:31]([Cl:33])[CH:32]=3)([C:23]([F:25])([F:26])[F:24])[O:20][N:19]=2)=[CH:14][C:13]=1[CH3:35])(=[O:41])[CH3:40]. The catalyst class is: 9. (3) Reactant: ClCC(O)CSCC(O)CCl.[OH-].[Na+].NC(N)=S.C(OC(=O)C)(=O)C.O1CC1C[CH:28]1[S:40][CH:29]1[CH2:30][S:31][CH2:32][CH:33]1[S:39][CH:34]1CC1OC1. Product: [S:39]1[CH2:34][CH:33]1[CH2:32][S:31][CH2:30][CH:29]1[S:40][CH2:28]1. The catalyst class is: 224. (4) Reactant: [CH3:1][S:2]([C:5]1[CH:6]=[C:7]2[C:11](=[CH:12][CH:13]=1)[N:10]([C:14]1[N:19]=[CH:18][N:17]=[C:16]([NH:20][CH:21]3[CH2:26][CH2:25][NH:24][CH2:23][CH2:22]3)[CH:15]=1)[CH2:9][CH2:8]2)(=[O:4])=[O:3].C(N(CC)CC)C.Cl[C:35]([O:37][CH:38]([CH3:40])[CH3:39])=[O:36]. Product: [CH:38]([O:37][C:35]([N:24]1[CH2:25][CH2:26][CH:21]([NH:20][C:16]2[CH:15]=[C:14]([N:10]3[C:11]4[C:7](=[CH:6][C:5]([S:2]([CH3:1])(=[O:4])=[O:3])=[CH:13][CH:12]=4)[CH2:8][CH2:9]3)[N:19]=[CH:18][N:17]=2)[CH2:22][CH2:23]1)=[O:36])([CH3:40])[CH3:39]. The catalyst class is: 2. (5) Reactant: Cl.[NH2:2][C:3]1[C:8]2[C:9]([C:26]3[CH:27]=[N:28][C:29]4[C:34]([CH:35]=3)=[CH:33][CH:32]=[CH:31][CH:30]=4)=[C:10]3[N:15]([C:7]=2[N:6]=[CH:5][N:4]=1)[CH2:14][C@H:13]([N:16](C)[C:17](=O)OC(C)(C)C)[CH2:12][C:11]3=[CH2:25].[OH-].[Na+]. The catalyst class is: 8. Product: [CH3:17][NH:16][C@@H:13]1[CH2:12][C:11](=[CH2:25])[C:10]2[N:15]([C:7]3[N:6]=[CH:5][N:4]=[C:3]([NH2:2])[C:8]=3[C:9]=2[C:26]2[CH:27]=[N:28][C:29]3[C:34]([CH:35]=2)=[CH:33][CH:32]=[CH:31][CH:30]=3)[CH2:14]1.